Dataset: Reaction yield outcomes from USPTO patents with 853,638 reactions. Task: Predict the reaction yield, written as a fraction of the theoretical maximum amount of product (1.0 means a 100% yield; for example, 0.34 means a 34% yield). The yield is 0.930. The catalyst is CN(C=O)C.O. The product is [CH2:15]([N:6]1[CH:5]=[C:4]([Br:3])[C:13]2[C:8](=[CH:9][CH:10]=[CH:11][CH:12]=2)[C:7]1=[O:14])[C:16]1[CH:21]=[CH:20][CH:19]=[CH:18][CH:17]=1. The reactants are [H-].[Na+].[Br:3][C:4]1[C:13]2[C:8](=[CH:9][CH:10]=[CH:11][CH:12]=2)[C:7](=[O:14])[NH:6][CH:5]=1.[CH2:15](Br)[C:16]1[CH:21]=[CH:20][CH:19]=[CH:18][CH:17]=1.